From a dataset of Peptide-MHC class I binding affinity with 185,985 pairs from IEDB/IMGT. Regression. Given a peptide amino acid sequence and an MHC pseudo amino acid sequence, predict their binding affinity value. This is MHC class I binding data. (1) The peptide sequence is FIRYGDASL. The MHC is HLA-B38:01 with pseudo-sequence HLA-B38:01. The binding affinity (normalized) is 0.0847. (2) The peptide sequence is KRLQILGYL. The MHC is HLA-A69:01 with pseudo-sequence HLA-A69:01. The binding affinity (normalized) is 0.0847. (3) The peptide sequence is VMETENALF. The MHC is HLA-A01:01 with pseudo-sequence HLA-A01:01. The binding affinity (normalized) is 0.212. (4) The peptide sequence is MPRLSRNAA. The MHC is HLA-A31:01 with pseudo-sequence HLA-A31:01. The binding affinity (normalized) is 0.0847. (5) The peptide sequence is LPPNLAAST. The MHC is HLA-A02:06 with pseudo-sequence HLA-A02:06. The binding affinity (normalized) is 0.285.